This data is from Full USPTO retrosynthesis dataset with 1.9M reactions from patents (1976-2016). The task is: Predict the reactants needed to synthesize the given product. (1) Given the product [NH2:35][C@@H:10]([CH2:9][OH:8])[C:11]([NH:13][CH2:14][C@@H:15]([NH:27][C:28]([O:30][C:31]([CH3:34])([CH3:33])[CH3:32])=[O:29])[CH2:16][CH2:17][CH2:18][NH:19][C:20](=[O:21])[O:22][C:23]([CH3:26])([CH3:24])[CH3:25])=[O:12], predict the reactants needed to synthesize it. The reactants are: C([O:8][CH2:9][C@H:10]([NH:35]C(=O)OCC1C=CC=CC=1)[C:11]([NH:13][CH2:14][C@@H:15]([NH:27][C:28]([O:30][C:31]([CH3:34])([CH3:33])[CH3:32])=[O:29])[CH2:16][CH2:17][CH2:18][NH:19][C:20]([O:22][C:23]([CH3:26])([CH3:25])[CH3:24])=[O:21])=[O:12])C1C=CC=CC=1. (2) Given the product [NH2:8][C:6]1[CH:5]=[C:4]([F:11])[C:3]([CH2:12][C:13]#[N:14])=[C:2]([Br:1])[CH:7]=1, predict the reactants needed to synthesize it. The reactants are: [Br:1][C:2]1[CH:7]=[C:6]([N+:8]([O-])=O)[CH:5]=[C:4]([F:11])[C:3]=1[CH2:12][C:13]#[N:14].O.O.[Sn](Cl)Cl.[Sn](Cl)(Cl)(Cl)Cl.CCCCCC.C(OCC)(=O)C. (3) Given the product [CH3:1][Si:2]([CH3:12])([CH3:11])[O:3][C:4]1([CH:9]=[O:32])[CH2:8][CH2:7][CH2:6][CH2:5]1, predict the reactants needed to synthesize it. The reactants are: [CH3:1][Si:2]([CH3:12])([CH3:11])[O:3][C:4]1([C:9]#N)[CH2:8][CH2:7][CH2:6][CH2:5]1.[H-].C([Al+]CC(C)C)C(C)C.CCCCCC.[Cl-].[NH4+].S(=O)(=O)(O)[OH:32].